Dataset: Reaction yield outcomes from USPTO patents with 853,638 reactions. Task: Predict the reaction yield, written as a fraction of the theoretical maximum amount of product (1.0 means a 100% yield; for example, 0.34 means a 34% yield). (1) The reactants are [CH3:1][O:2][C:3]1[CH:30]=[CH:29][C:6]2[C:7]([C:15]([C:17]3[CH:22]=[C:21]([O:23][CH3:24])[C:20]([O:25][CH3:26])=[C:19]([O:27][CH3:28])[CH:18]=3)=[O:16])=[C:8]([C:10]3[CH:11]=[N:12][NH:13][CH:14]=3)[O:9][C:5]=2[CH:4]=1.ClCCl.[CH3:34][O:35][C:36]1[CH:41]=[CH:40][C:39](B(O)O)=[CH:38][CH:37]=1.O=O. The catalyst is N1C=CC=CC=1. The product is [CH3:1][O:2][C:3]1[CH:30]=[CH:29][C:6]2[C:7]([C:15]([C:17]3[CH:18]=[C:19]([O:27][CH3:28])[C:20]([O:25][CH3:26])=[C:21]([O:23][CH3:24])[CH:22]=3)=[O:16])=[C:8]([C:10]3[CH:14]=[N:13][N:12]([C:39]4[CH:40]=[CH:41][C:36]([O:35][CH3:34])=[CH:37][CH:38]=4)[CH:11]=3)[O:9][C:5]=2[CH:4]=1. The yield is 0.150. (2) The reactants are [Cl:1][C:2]1[C:26]([CH3:27])=[CH:25][C:5]2[N:6]=[C:7]3[C:12]([N:13]([CH2:14][CH:15]([OH:22])C(O)C(O)CO)[C:4]=2[CH:3]=1)=[N:11][C:10](=[O:23])[NH:9][C:8]3=[O:24].I(O)(O)(O)(O)(O)=O.C(=O)([O-])[O-].[Na+].[Na+]. The catalyst is S(=O)(=O)(O)O.O. The product is [Cl:1][C:2]1[C:26]([CH3:27])=[CH:25][C:5]2[N:6]=[C:7]3[C:12]([N:13]([CH2:14][CH:15]=[O:22])[C:4]=2[CH:3]=1)=[N:11][C:10](=[O:23])[NH:9][C:8]3=[O:24]. The yield is 0.490. (3) The reactants are [CH:1]([O:4][C:5]1[CH:42]=[CH:41][C:8]2[NH:9][C:10]([CH2:12][CH2:13][CH2:14][CH2:15][N:16]([CH2:20][C@@H:21]3[C@H:25]4[O:26]C(C)(C)[O:28][C@H:24]4[C@H:23]([N:31]4[CH:39]=[N:38][C:37]5[C:32]4=[N:33][CH:34]=[N:35][C:36]=5[NH2:40])[O:22]3)[CH:17]([CH3:19])[CH3:18])=[N:11][C:7]=2[CH:6]=1)([CH3:3])[CH3:2].C([O-])([O-])=O.[K+].[K+]. The catalyst is Cl.CO.O. The product is [NH2:40][C:36]1[N:35]=[CH:34][N:33]=[C:32]2[C:37]=1[N:38]=[CH:39][N:31]2[C@H:23]1[C@H:24]([OH:28])[C@H:25]([OH:26])[C@@H:21]([CH2:20][N:16]([CH2:15][CH2:14][CH2:13][CH2:12][C:10]2[NH:9][C:8]3[CH:41]=[CH:42][C:5]([O:4][CH:1]([CH3:3])[CH3:2])=[CH:6][C:7]=3[N:11]=2)[CH:17]([CH3:19])[CH3:18])[O:22]1. The yield is 0.310. (4) The reactants are Cl.[Br:2][C:3]1[N:7]2[CH:8]=[C:9]([CH:21]3[CH2:23][CH2:22]3)[C:10]([O:12][CH2:13][C:14]3(C)[CH2:19][CH2:18][NH:17][CH2:16][CH2:15]3)=[CH:11][C:6]2=[N:5][N:4]=1.BrC1N2C=C(C3CC3)C(OCC3CCNCC3)=CC2=NN=1.ClC1C=C(C=C(Cl)C=1)CCl.[Cl:55][C:56]1[CH:61]=[C:60]([C@H:62](Cl)[CH3:63])[CH:59]=[C:58]([Cl:65])[CH:57]=1. No catalyst specified. The product is [Br:2][C:3]1[N:7]2[CH:8]=[C:9]([CH:21]3[CH2:23][CH2:22]3)[C:10]([O:12][CH2:13][CH:14]3[CH2:19][CH2:18][N:17]([C@H:62]([C:60]4[CH:61]=[C:56]([Cl:55])[CH:57]=[C:58]([Cl:65])[CH:59]=4)[CH3:63])[CH2:16][CH2:15]3)=[CH:11][C:6]2=[N:5][N:4]=1. The yield is 0.620.